Dataset: Forward reaction prediction with 1.9M reactions from USPTO patents (1976-2016). Task: Predict the product of the given reaction. (1) Given the reactants S(OC)(O[CH3:5])(=O)=O.[Cl:8][C:9]1[NH:10][C:11]2[CH:17]=[CH:16][CH:15]=[CH:14][C:12]=2[N:13]=1.[OH-].[Na+], predict the reaction product. The product is: [Cl:8][C:9]1[N:13]([CH3:5])[C:12]2[CH:14]=[CH:15][CH:16]=[CH:17][C:11]=2[N:10]=1. (2) Given the reactants [C:1]([O:5][C:6]([N:8]1[CH2:12][CH:11]([O:13][C:14]2[CH:19]=[CH:18][C:17]([F:20])=[CH:16][C:15]=2[F:21])[CH2:10][CH:9]1[C:22]([O:24]C)=[O:23])=[O:7])([CH3:4])([CH3:3])[CH3:2].[OH-].[Na+].Cl, predict the reaction product. The product is: [C:1]([O:5][C:6]([N:8]1[CH2:12][CH:11]([O:13][C:14]2[CH:19]=[CH:18][C:17]([F:20])=[CH:16][C:15]=2[F:21])[CH2:10][CH:9]1[C:22]([OH:24])=[O:23])=[O:7])([CH3:4])([CH3:2])[CH3:3]. (3) Given the reactants [Cl:1][C:2]1[CH:27]=[C:26]([Cl:28])[CH:25]=[CH:24][C:3]=1[O:4][C:5]1[CH:10]=[CH:9][CH:8]=[CH:7][C:6]=1[NH:11][S:12]([C:15]1[CH:23]=[CH:22][C:18]([C:19]([OH:21])=O)=[CH:17][CH:16]=1)(=[O:14])=[O:13].[N:29]1([CH2:35][CH2:36][N:37]2[CH2:42][CH2:41][NH:40][CH2:39][CH2:38]2)[CH2:34][CH2:33][CH2:32][CH2:31][CH2:30]1, predict the reaction product. The product is: [Cl:1][C:2]1[CH:27]=[C:26]([Cl:28])[CH:25]=[CH:24][C:3]=1[O:4][C:5]1[CH:10]=[CH:9][CH:8]=[CH:7][C:6]=1[NH:11][S:12]([C:15]1[CH:16]=[CH:17][C:18]([C:19]([N:40]2[CH2:39][CH2:38][N:37]([CH2:36][CH2:35][N:29]3[CH2:30][CH2:31][CH2:32][CH2:33][CH2:34]3)[CH2:42][CH2:41]2)=[O:21])=[CH:22][CH:23]=1)(=[O:14])=[O:13]. (4) Given the reactants [C:1]([O:5][C:6]([N:8]1[CH2:13][CH2:12][CH:11]([O:14][C:15]2[CH:20]=[CH:19][C:18]([N+:21]([O-])=O)=[CH:17][CH:16]=2)[C:10]([CH3:25])([CH3:24])[CH2:9]1)=[O:7])([CH3:4])([CH3:3])[CH3:2], predict the reaction product. The product is: [C:1]([O:5][C:6]([N:8]1[CH2:13][CH2:12][CH:11]([O:14][C:15]2[CH:20]=[CH:19][C:18]([NH2:21])=[CH:17][CH:16]=2)[C:10]([CH3:25])([CH3:24])[CH2:9]1)=[O:7])([CH3:4])([CH3:2])[CH3:3]. (5) Given the reactants Br[C:2]1[N:6]2[N:7]=[C:8]([NH:11][CH2:12][C:13]3[CH:18]=[CH:17][CH:16]=[C:15]([F:19])[CH:14]=3)[CH:9]=[CH:10][C:5]2=[N:4][CH:3]=1.CC1(C)C(C)(C)OB([C:28]2[CH:33]=[CH:32][C:31]([S:34]([NH2:37])(=[O:36])=[O:35])=[CH:30][CH:29]=2)O1.C([O-])([O-])=O.[Na+].[Na+], predict the reaction product. The product is: [F:19][C:15]1[CH:14]=[C:13]([CH:18]=[CH:17][CH:16]=1)[CH2:12][NH:11][C:8]1[CH:9]=[CH:10][C:5]2[N:6]([C:2]([C:28]3[CH:33]=[CH:32][C:31]([S:34]([NH2:37])(=[O:36])=[O:35])=[CH:30][CH:29]=3)=[CH:3][N:4]=2)[N:7]=1.